Task: Regression. Given a peptide amino acid sequence and an MHC pseudo amino acid sequence, predict their binding affinity value. This is MHC class I binding data.. Dataset: Peptide-MHC class I binding affinity with 185,985 pairs from IEDB/IMGT (1) The peptide sequence is MERFSWHVA. The MHC is HLA-B45:06 with pseudo-sequence HLA-B45:06. The binding affinity (normalized) is 0.216. (2) The peptide sequence is LTAPCDIYV. The MHC is HLA-B51:01 with pseudo-sequence HLA-B51:01. The binding affinity (normalized) is 0.0847. (3) The peptide sequence is TAQEQHNAA. The MHC is HLA-A02:01 with pseudo-sequence HLA-A02:01. The binding affinity (normalized) is 0.0553.